This data is from Full USPTO retrosynthesis dataset with 1.9M reactions from patents (1976-2016). The task is: Predict the reactants needed to synthesize the given product. (1) Given the product [F:1][C:2]1[CH:7]=[C:6]([CH:8]([CH3:12])[CH2:9][C:10]([NH2:11])=[O:23])[CH:5]=[CH:4][C:3]=1[C:13]1[CH:14]=[CH:15][CH:16]=[CH:17][CH:18]=1, predict the reactants needed to synthesize it. The reactants are: [F:1][C:2]1[CH:7]=[C:6]([CH:8]([CH3:12])[CH2:9][C:10]#[N:11])[CH:5]=[CH:4][C:3]=1[C:13]1[CH:18]=[CH:17][CH:16]=[CH:15][CH:14]=1.C([OH:23])CCC.[OH-].[K+]. (2) Given the product [CH2:10]([NH:12][C:2]1[CH:9]=[CH:8][C:5]([C:6]#[N:7])=[CH:4][CH:3]=1)[CH3:11], predict the reactants needed to synthesize it. The reactants are: F[C:2]1[CH:9]=[CH:8][C:5]([C:6]#[N:7])=[CH:4][CH:3]=1.[CH2:10]([NH2:12])[CH3:11]. (3) Given the product [ClH:45].[CH2:1]([C@H:8]([NH:24][C:25]([C:27]1[N:31]2[CH2:32][CH2:33][CH2:34][N:35]([CH:38]([CH2:42][CH2:43][CH3:44])[CH2:39][CH2:40][CH3:41])[C:36](=[O:37])[C:30]2=[CH:29][CH:28]=1)=[O:26])[C@H:9]([OH:23])[CH2:10][NH:11][CH2:12][C:13]1[CH:18]=[CH:17][CH:16]=[C:15]([C:19]([F:20])([F:21])[F:22])[CH:14]=1)[C:2]1[CH:3]=[CH:4][CH:5]=[CH:6][CH:7]=1, predict the reactants needed to synthesize it. The reactants are: [CH2:1]([C@H:8]([NH:24][C:25]([C:27]1[N:31]2[CH2:32][CH2:33][CH2:34][N:35]([CH:38]([CH2:42][CH2:43][CH3:44])[CH2:39][CH2:40][CH3:41])[C:36](=[O:37])[C:30]2=[CH:29][CH:28]=1)=[O:26])[C@H:9]([OH:23])[CH2:10][NH:11][CH2:12][C:13]1[CH:18]=[CH:17][CH:16]=[C:15]([C:19]([F:22])([F:21])[F:20])[CH:14]=1)[C:2]1[CH:7]=[CH:6][CH:5]=[CH:4][CH:3]=1.[ClH:45].